This data is from Forward reaction prediction with 1.9M reactions from USPTO patents (1976-2016). The task is: Predict the product of the given reaction. Given the reactants [H-].[Na+].[CH3:3][C:4]1[CH:5]=[C:6]([C@H:11]2[O:16][C:15](=[O:17])[NH:14][CH2:13][CH2:12]2)[CH:7]=[C:8]([CH3:10])[CH:9]=1.Br[CH2:19][C:20]1[CH:25]=[C:24]([C:26]([F:29])([F:28])[F:27])[CH:23]=[CH:22][C:21]=1[C:30]1[CH:35]=[C:34]([CH:36]([CH3:38])[CH3:37])[C:33]([F:39])=[CH:32][C:31]=1[O:40][CH3:41], predict the reaction product. The product is: [CH3:3][C:4]1[CH:5]=[C:6]([C@H:11]2[O:16][C:15](=[O:17])[N:14]([CH2:19][C:20]3[CH:25]=[C:24]([C:26]([F:27])([F:28])[F:29])[CH:23]=[CH:22][C:21]=3[C:30]3[CH:35]=[C:34]([CH:36]([CH3:38])[CH3:37])[C:33]([F:39])=[CH:32][C:31]=3[O:40][CH3:41])[CH2:13][CH2:12]2)[CH:7]=[C:8]([CH3:10])[CH:9]=1.